Dataset: Reaction yield outcomes from USPTO patents with 853,638 reactions. Task: Predict the reaction yield, written as a fraction of the theoretical maximum amount of product (1.0 means a 100% yield; for example, 0.34 means a 34% yield). (1) The reactants are [CH3:1][O:2][C:3]1[CH:4]=[C:5](B(O)O)[CH:6]=[CH:7][C:8]=1[O:9][CH3:10].I[C:15]1[C:23]2[C:18](=[N:19][CH:20]=[N:21][C:22]=2[NH2:24])[N:17]([CH:25]([CH3:27])[CH3:26])[N:16]=1.C([O-])([O-])=O.[Na+].[Na+].[CH3:34][CH2:35]O. The catalyst is COCCOC.C1C=CC([P]([Pd]([P](C2C=CC=CC=2)(C2C=CC=CC=2)C2C=CC=CC=2)([P](C2C=CC=CC=2)(C2C=CC=CC=2)C2C=CC=CC=2)[P](C2C=CC=CC=2)(C2C=CC=CC=2)C2C=CC=CC=2)(C2C=CC=CC=2)C2C=CC=CC=2)=CC=1. The product is [CH:25]1([N:17]2[C:18]3=[N:19][CH:20]=[N:21][C:22]([NH2:24])=[C:23]3[C:15]([C:5]3[CH:6]=[CH:7][C:8]([O:9][CH3:10])=[C:3]([O:2][CH3:1])[CH:4]=3)=[N:16]2)[CH2:27][CH2:35][CH2:34][CH2:26]1. The yield is 0.280. (2) The reactants are [NH2:1][C:2](=[C:10]([C:15](=O)[CH:16]([CH3:18])[CH3:17])[C:11]([O:13][CH3:14])=[O:12])[C:3]1[CH:8]=[CH:7][C:6]([F:9])=[CH:5][CH:4]=1.[N:20]#[C:21][NH2:22].C(OCC)(=O)C. The catalyst is O. The product is [NH2:22][C:21]1[N:1]=[C:2]([C:3]2[CH:8]=[CH:7][C:6]([F:9])=[CH:5][CH:4]=2)[C:10]([C:11]([O:13][CH3:14])=[O:12])=[C:15]([CH:16]([CH3:18])[CH3:17])[N:20]=1. The yield is 0.0840. (3) The reactants are [Si:1]([O:18][CH2:19][CH:20]1[CH2:23][C:22]([C:24]2[CH:25]=[C:26]3[C:31](=[CH:32][CH:33]=2)[N:30]=[C:29]([C:34]2[CH:39]=[CH:38][CH:37]=[C:36]([Cl:40])[CH:35]=2)[N:28]([CH2:41][C:42]([O:44][CH3:45])=[O:43])[C:27]3=[O:46])=[CH:21]1)([C:14]([CH3:17])([CH3:16])[CH3:15])([C:8]1[CH:13]=[CH:12][CH:11]=[CH:10][CH:9]=1)[C:2]1[CH:7]=[CH:6][CH:5]=[CH:4][CH:3]=1.[H][H]. The catalyst is CO.O[Pd]O. The product is [Si:1]([O:18][CH2:19][C@@H:20]1[CH2:23][C@H:22]([C:24]2[CH:25]=[C:26]3[C:31](=[CH:32][CH:33]=2)[N:30]=[C:29]([C:34]2[CH:39]=[CH:38][CH:37]=[C:36]([Cl:40])[CH:35]=2)[N:28]([CH2:41][C:42]([O:44][CH3:45])=[O:43])[C:27]3=[O:46])[CH2:21]1)([C:14]([CH3:17])([CH3:16])[CH3:15])([C:2]1[CH:7]=[CH:6][CH:5]=[CH:4][CH:3]=1)[C:8]1[CH:13]=[CH:12][CH:11]=[CH:10][CH:9]=1. The yield is 0.352. (4) The catalyst is CN(C)C=O.C(OCC)(=O)C.C(N(CC)CC)C. The yield is 0.890. The reactants are [CH3:1][C:2]1[C:6]([C:7]2[O:11][C:10]([CH3:12])=[C:9]([CH:13]([NH:18][C:19]3[CH:27]=[CH:26][C:22]([C:23]([OH:25])=O)=[CH:21][CH:20]=3)[CH2:14][CH:15]([CH3:17])[CH3:16])[CH:8]=2)=[C:5]([CH3:28])[O:4][N:3]=1.[CH3:29][NH:30][CH2:31][CH2:32][C:33]([O:35]CC)=[O:34].Cl.C(N=C=NCCCN(C)C)C.O.OC1C2N=NNC=2C=CC=1. The product is [CH3:1][C:2]1[C:6]([C:7]2[O:11][C:10]([CH3:12])=[C:9]([CH:13]([NH:18][C:19]3[CH:20]=[CH:21][C:22]([C:23]([N:30]([CH3:29])[CH2:31][CH2:32][C:33]([OH:35])=[O:34])=[O:25])=[CH:26][CH:27]=3)[CH2:14][CH:15]([CH3:17])[CH3:16])[CH:8]=2)=[C:5]([CH3:28])[O:4][N:3]=1.